Dataset: Forward reaction prediction with 1.9M reactions from USPTO patents (1976-2016). Task: Predict the product of the given reaction. Given the reactants [C:1](=[O:7])([O:3][CH:4]([CH3:6])[CH3:5])[NH2:2].[C:8](Cl)(=[O:12])/[CH:9]=[CH:10]/[CH3:11].CC(C)([O-])C.[Li+].Cl, predict the reaction product. The product is: [C:8]([NH:2][C:1](=[O:7])[O:3][CH:4]([CH3:6])[CH3:5])(=[O:12])/[CH:9]=[CH:10]/[CH3:11].